From a dataset of Forward reaction prediction with 1.9M reactions from USPTO patents (1976-2016). Predict the product of the given reaction. (1) The product is: [Br:1][C:2]1[CH:7]=[CH:6][N:5]=[C:4]([CH2:8][C:14]([C:13]2[CH:19]=[CH:20][C:10]([F:9])=[CH:11][CH:12]=2)=[O:15])[CH:3]=1. Given the reactants [Br:1][C:2]1[CH:7]=[CH:6][N:5]=[C:4]([CH3:8])[CH:3]=1.[F:9][C:10]1[CH:20]=[CH:19][C:13]([C:14](OCC)=[O:15])=[CH:12][CH:11]=1.C[Si](C)(C)N[Si](C)(C)C.[Li], predict the reaction product. (2) Given the reactants C(OC(N1CCCC1C1NC(C2C=CC(C3C=CC(C4NC(C5CCN(C(OC(C)(C)C)=O)C5)=NC=4)=CC=3)=CC=2)=CN=1)=O)(C)(C)C.[CH3:47][O:48][C:49](=[O:84])[NH:50][CH:51]([C:55]([N:57]1[CH:62]([C:63]2[NH:64][C:65]([C:68]3[CH:73]=[CH:72][C:71](B4OC(C)(C)C(C)(C)O4)=[CH:70][CH:69]=3)=[CH:66][N:67]=2)[CH:61]2[CH2:83][CH:58]1[CH2:59][CH2:60]2)=[O:56])[CH:52]([CH3:54])[CH3:53].[CH3:85][O:86][C:87](=[O:112])[NH:88][CH:89]([C:93]([N:95]1[CH2:99][CH2:98][CH2:97][CH:96]1[C:100]1[NH:101][C:102]([C:105]2[CH:110]=[CH:109][C:108](Br)=[CH:107][CH:106]=2)=[CH:103][N:104]=1)=[O:94])[CH:90]([CH3:92])[CH3:91].C(OC(N1CCCC1C1NC(C2C=CC(B3OC(C)(C)C(C)(C)O3)=CC=2)=CN=1)=O)(C)(C)C.C(OC(N1CCC(C2NC(C3C=CC(Br)=CC=3)=CN=2)C1)=O)(C)(C)C, predict the reaction product. The product is: [CH3:85][O:86][C:87](=[O:112])[NH:88][CH:89]([C:93]([N:95]1[CH2:99][CH2:98][CH2:97][CH:96]1[C:100]1[NH:101][C:102]([C:105]2[CH:110]=[CH:109][C:108]([C:71]3[CH:70]=[CH:69][C:68]([C:65]4[NH:64][C:63]([CH:62]5[CH:61]6[CH2:83][CH:58]([CH2:59][CH2:60]6)[N:57]5[C:55](=[O:56])[CH:51]([NH:50][C:49]([O:48][CH3:47])=[O:84])[CH:52]([CH3:54])[CH3:53])=[N:67][CH:66]=4)=[CH:73][CH:72]=3)=[CH:107][CH:106]=2)=[CH:103][N:104]=1)=[O:94])[CH:90]([CH3:92])[CH3:91]. (3) The product is: [CH2:22]([O:26][CH2:27][CH2:28][O:29][C:30]1[CH:31]=[CH:32][C:33]([C:2]2[CH:3]=[CH:4][C:5]([N:17]3[CH2:21][CH2:20][CH2:19][CH2:18]3)=[C:6](/[CH:8]=[C:9](\[CH2:15][CH3:16])/[C:10]([O:12][CH2:13][CH3:14])=[O:11])[CH:7]=2)=[CH:34][CH:35]=1)[CH2:23][CH2:24][CH3:25]. Given the reactants Br[C:2]1[CH:3]=[CH:4][C:5]([N:17]2[CH2:21][CH2:20][CH2:19][CH2:18]2)=[C:6](/[CH:8]=[C:9](\[CH2:15][CH3:16])/[C:10]([O:12][CH2:13][CH3:14])=[O:11])[CH:7]=1.[CH2:22]([O:26][CH2:27][CH2:28][O:29][C:30]1[CH:35]=[CH:34][C:33](OB(O)O)=[CH:32][CH:31]=1)[CH2:23][CH2:24][CH3:25].C(=O)([O-])[O-].[K+].[K+], predict the reaction product. (4) Given the reactants [OH:1][C:2]1[N:7]([C:8]2[CH:13]=[CH:12][CH:11]=[CH:10][CH:9]=2)[C:6](=[O:14])[N:5]([CH2:15][C:16]2[CH:21]=[CH:20][CH:19]=[CH:18][CH:17]=2)[C:4](=[O:22])[C:3]=1[C:23](OCC)=[O:24].C1(CNC([CH:38](C(OCC)=O)[C:39]([O:41]CC)=[O:40])=O)C=CC=CC=1.[H-].[Na+].C1([N:57]=C=O)C=CC=CC=1, predict the reaction product. The product is: [OH:1][C:2]1[N:7]([C:8]2[CH:13]=[CH:12][CH:11]=[CH:10][CH:9]=2)[C:6](=[O:14])[N:5]([CH2:15][C:16]2[CH:21]=[CH:20][CH:19]=[CH:18][CH:17]=2)[C:4](=[O:22])[C:3]=1[C:23]([NH:57][CH2:38][C:39]([OH:41])=[O:40])=[O:24]. (5) Given the reactants Cl[C:2]1[C:3]2[S:10][C:9]([C:11]([NH:13][CH2:14][CH2:15][N:16]3[CH2:21][CH2:20][O:19][CH2:18][CH2:17]3)=[O:12])=[CH:8][C:4]=2[N:5]=[CH:6][N:7]=1.[F:22][C:23]1[CH:28]=[C:27]([N+:29]([O-:31])=[O:30])[CH:26]=[CH:25][C:24]=1[OH:32].C([O-])([O-])=O.[K+].[K+].CO.C(Cl)Cl, predict the reaction product. The product is: [F:22][C:23]1[CH:28]=[C:27]([N+:29]([O-:31])=[O:30])[CH:26]=[CH:25][C:24]=1[O:32][C:2]1[C:3]2[S:10][C:9]([C:11]([NH:13][CH2:14][CH2:15][N:16]3[CH2:21][CH2:20][O:19][CH2:18][CH2:17]3)=[O:12])=[CH:8][C:4]=2[N:5]=[CH:6][N:7]=1. (6) Given the reactants C(OC([N:8]1[CH2:12][CH:11]([O:13][C:14]2[C:23]3[C:18](=[CH:19][C:20]([O:24][CH3:25])=[CH:21][CH:22]=3)[N:17]=[C:16]([C:26]3[CH:31]=[CH:30][CH:29]=[CH:28][CH:27]=3)[CH:15]=2)[CH2:10][CH:9]1[C:32](=[O:44])[NH:33][C:34]1([C:39]([O:41][CH2:42][CH3:43])=[O:40])[CH2:36][CH:35]1[CH:37]=[CH2:38])=O)(C)(C)C.C1(C)C=CC=CC=1, predict the reaction product. The product is: [CH2:42]([O:41][C:39]([C:34]1([NH:33][C:32]([CH:9]2[CH2:10][CH:11]([O:13][C:14]3[C:23]4[C:18](=[CH:19][C:20]([O:24][CH3:25])=[CH:21][CH:22]=4)[N:17]=[C:16]([C:26]4[CH:27]=[CH:28][CH:29]=[CH:30][CH:31]=4)[CH:15]=3)[CH2:12][NH:8]2)=[O:44])[CH2:36][CH:35]1[CH:37]=[CH2:38])=[O:40])[CH3:43]. (7) Given the reactants [C:1]([C:5]1[N:10]=[C:9]([O:11][CH2:12][CH3:13])[C:8]([C:14]2[N:15]([C:35](Cl)=[O:36])[C:16]([C:28]3[CH:33]=[CH:32][C:31]([Cl:34])=[CH:30][CH:29]=3)([CH3:27])[C:17]([C:20]3[CH:25]=[CH:24][C:23]([Cl:26])=[CH:22][CH:21]=3)([CH3:19])[N:18]=2)=[CH:7][N:6]=1)([CH3:4])([CH3:3])[CH3:2].[C:38]([NH:42][C:43](=[O:51])[CH2:44][N:45]1[CH2:50][CH2:49][NH:48][CH2:47][CH2:46]1)([CH3:41])([CH3:40])[CH3:39], predict the reaction product. The product is: [C:38]([NH:42][C:43](=[O:51])[CH2:44][N:45]1[CH2:46][CH2:47][N:48]([C:35]([N:15]2[C@@:16]([C:28]3[CH:29]=[CH:30][C:31]([Cl:34])=[CH:32][CH:33]=3)([CH3:27])[C@@:17]([C:20]3[CH:25]=[CH:24][C:23]([Cl:26])=[CH:22][CH:21]=3)([CH3:19])[N:18]=[C:14]2[C:8]2[C:9]([O:11][CH2:12][CH3:13])=[N:10][C:5]([C:1]([CH3:3])([CH3:4])[CH3:2])=[N:6][CH:7]=2)=[O:36])[CH2:49][CH2:50]1)([CH3:41])([CH3:39])[CH3:40]. (8) Given the reactants [NH2:1][C:2]1[CH:7]=[C:6]([C:8]([F:11])([F:10])[F:9])[CH:5]=[CH:4][C:3]=1[C:12](=[O:14])[CH3:13].[O:15](S(C(F)(F)F)(=O)=O)[S:16]([C:19]([F:22])([F:21])[F:20])(=O)=[O:17], predict the reaction product. The product is: [C:12]([C:3]1[CH:4]=[CH:5][C:6]([C:8]([F:9])([F:10])[F:11])=[CH:7][C:2]=1[NH:1][S:16]([C:19]([F:22])([F:21])[F:20])(=[O:17])=[O:15])(=[O:14])[CH3:13].